Regression. Given a peptide amino acid sequence and an MHC pseudo amino acid sequence, predict their binding affinity value. This is MHC class I binding data. From a dataset of Peptide-MHC class I binding affinity with 185,985 pairs from IEDB/IMGT. (1) The peptide sequence is SEAAYAKKI. The MHC is HLA-A29:02 with pseudo-sequence HLA-A29:02. The binding affinity (normalized) is 0. (2) The peptide sequence is YRPLEACY. The MHC is Mamu-B08 with pseudo-sequence Mamu-B08. The binding affinity (normalized) is 0. (3) The peptide sequence is WLYDLWGQL. The MHC is BoLA-HD6 with pseudo-sequence BoLA-HD6. The binding affinity (normalized) is 0.674. (4) The peptide sequence is IRFKDDSSF. The MHC is HLA-A02:16 with pseudo-sequence HLA-A02:16. The binding affinity (normalized) is 0.0847. (5) The peptide sequence is FAISYCRAFI. The MHC is HLA-A02:03 with pseudo-sequence HLA-A02:03. The binding affinity (normalized) is 0.663. (6) The MHC is HLA-A11:01 with pseudo-sequence HLA-A11:01. The peptide sequence is AMLTAFFLR. The binding affinity (normalized) is 0.881. (7) The peptide sequence is QVYPGLLEKV. The MHC is HLA-A02:01 with pseudo-sequence HLA-A02:01. The binding affinity (normalized) is 0.898. (8) The peptide sequence is FEFAFKDLF. The MHC is H-2-Kk with pseudo-sequence H-2-Kk. The binding affinity (normalized) is 1.00. (9) The binding affinity (normalized) is 0.290. The peptide sequence is GEGAVILKV. The MHC is H-2-Kk with pseudo-sequence H-2-Kk. (10) The peptide sequence is SLREWLLRI. The MHC is HLA-B08:01 with pseudo-sequence HLA-B08:01. The binding affinity (normalized) is 0.0906.